From a dataset of Forward reaction prediction with 1.9M reactions from USPTO patents (1976-2016). Predict the product of the given reaction. (1) Given the reactants [Br:1][C:2]1[CH:3]=[C:4]([NH2:13])[C:5]([NH:8][CH2:9][CH:10]2[CH2:12][CH2:11]2)=[CH:6][CH:7]=1.C(N(CC)C(C)C)(C)C.[C:23]([CH2:27][C:28](Cl)=[O:29])([CH3:26])([CH3:25])[CH3:24], predict the reaction product. The product is: [Br:1][C:2]1[CH:7]=[CH:6][C:5]([NH:8][CH2:9][CH:10]2[CH2:12][CH2:11]2)=[C:4]([NH:13][C:28](=[O:29])[CH2:27][C:23]([CH3:26])([CH3:25])[CH3:24])[CH:3]=1. (2) Given the reactants [F:1][C:2]1[CH:7]=[CH:6][C:5]([CH:8](C(OC)=O)[C:9]([O:11]C)=[O:10])=[C:4]([N+:17]([O-:19])=[O:18])[CH:3]=1.C(OCC)(=O)C.CCCCCC, predict the reaction product. The product is: [F:1][C:2]1[CH:7]=[CH:6][C:5]([CH2:8][C:9]([OH:11])=[O:10])=[C:4]([N+:17]([O-:19])=[O:18])[CH:3]=1. (3) Given the reactants C1(P(C2C=CC=CC=2)C2C=CC=CC=2)C=CC=CC=1.[N:20]1([CH2:26][CH2:27][CH2:28][O:29][C:30]2[CH:35]=[CH:34][C:33]([N:36]3[CH2:41][CH2:40][NH:39][CH2:38][CH2:37]3)=[CH:32][CH:31]=2)[CH2:25][CH2:24][CH2:23][CH2:22][CH2:21]1.CCN(C(C)C)C(C)C.I[C:52]1[CH:59]=[CH:58][C:55]([C:56]#[N:57])=[CH:54][CH:53]=1.C1C[O:63][CH2:62]C1, predict the reaction product. The product is: [N:20]1([CH2:26][CH2:27][CH2:28][O:29][C:30]2[CH:35]=[CH:34][C:33]([N:36]3[CH2:37][CH2:38][N:39]([C:62]([C:52]4[CH:59]=[CH:58][C:55]([C:56]#[N:57])=[CH:54][CH:53]=4)=[O:63])[CH2:40][CH2:41]3)=[CH:32][CH:31]=2)[CH2:25][CH2:24][CH2:23][CH2:22][CH2:21]1. (4) Given the reactants Cl.[NH2:2][C@@H:3]([CH2:33][N:34]1[CH:38]=[CH:37][CH:36]=[N:35]1)[C:4]([N:6]1[CH2:11][CH2:10][CH:9]([N:12]2[N:21]=[C:20]([C:22]3[CH:27]=[CH:26][C:25]([O:28][CH3:29])=[C:24]([O:30][CH3:31])[CH:23]=3)[C@@H:19]3[C@@H:14]([CH2:15][CH2:16][CH2:17][CH2:18]3)[C:13]2=[O:32])[CH2:8][CH2:7]1)=[O:5].[CH:39]1([CH2:42][O:43][C:44]2[CH:52]=[CH:51][C:47]3[O:48][CH2:49][O:50][C:46]=3[C:45]=2[C:53]2[C:54]3[NH:61][CH:60]=[C:59]([C:62](O)=[O:63])[C:55]=3[N:56]=[CH:57][N:58]=2)[CH2:41][CH2:40]1.CN(C(ON1N=NC2C=CC=CC1=2)=[N+](C)C)C.F[P-](F)(F)(F)(F)F.CCN(C(C)C)C(C)C, predict the reaction product. The product is: [CH:39]1([CH2:42][O:43][C:44]2[CH:52]=[CH:51][C:47]3[O:48][CH2:49][O:50][C:46]=3[C:45]=2[C:53]2[C:54]3[NH:61][CH:60]=[C:59]([C:62]([NH:2][C@@H:3]([CH2:33][N:34]4[CH:38]=[CH:37][CH:36]=[N:35]4)[C:4]([N:6]4[CH2:7][CH2:8][CH:9]([N:12]5[N:21]=[C:20]([C:22]6[CH:27]=[CH:26][C:25]([O:28][CH3:29])=[C:24]([O:30][CH3:31])[CH:23]=6)[C@@H:19]6[C@@H:14]([CH2:15][CH2:16][CH2:17][CH2:18]6)[C:13]5=[O:32])[CH2:10][CH2:11]4)=[O:5])=[O:63])[C:55]=3[N:56]=[CH:57][N:58]=2)[CH2:40][CH2:41]1. (5) Given the reactants Cl.[CH2:2]([O:4][C:5](=[O:9])[CH2:6][CH2:7][NH2:8])[CH3:3].[CH3:10][C:11]1([CH3:17])[CH2:15][CH2:14][CH2:13][C:12]1=O.C([O-])(=O)C.[Na+].C(O[BH-](OC(=O)C)OC(=O)C)(=O)C.[Na+], predict the reaction product. The product is: [CH2:2]([O:4][C:5](=[O:9])[CH2:6][CH2:7][NH:8][CH:12]1[CH2:13][CH2:14][CH2:15][C:11]1([CH3:17])[CH3:10])[CH3:3]. (6) Given the reactants [CH3:1][O:2][C:3]1[CH:8]=[CH:7][C:6]([NH:9][CH2:10][CH2:11][C:12]2[CH:17]=[CH:16][CH:15]=[C:14]([O:18][CH3:19])[CH:13]=2)=[CH:5][CH:4]=1.[C:20](Cl)(=[O:22])[CH3:21], predict the reaction product. The product is: [CH3:1][O:2][C:3]1[CH:4]=[CH:5][C:6]([N:9]([CH2:10][CH2:11][C:12]2[CH:17]=[CH:16][CH:15]=[C:14]([O:18][CH3:19])[CH:13]=2)[C:20](=[O:22])[CH3:21])=[CH:7][CH:8]=1.